From a dataset of Full USPTO retrosynthesis dataset with 1.9M reactions from patents (1976-2016). Predict the reactants needed to synthesize the given product. Given the product [CH3:24][O:23][C:21]([N:17]1[CH2:18][CH2:19][NH:20][C:16]1=[N:1][C:2]1[CH:3]=[C:4]([C:12]#[N:13])[C:5]2[NH:9][CH:8]=[N:7][C:6]=2[C:10]=1[CH3:11])=[O:22], predict the reactants needed to synthesize it. The reactants are: [NH2:1][C:2]1[CH:3]=[C:4]([C:12]#[N:13])[C:5]2[N:9]=[CH:8][NH:7][C:6]=2[C:10]=1[CH3:11].CS[C:16]1[N:17]([C:21]([O:23][CH3:24])=[O:22])[CH2:18][CH2:19][N:20]=1.